Task: Regression/Classification. Given a drug SMILES string, predict its absorption, distribution, metabolism, or excretion properties. Task type varies by dataset: regression for continuous measurements (e.g., permeability, clearance, half-life) or binary classification for categorical outcomes (e.g., BBB penetration, CYP inhibition). For this dataset (b3db_regression), we predict Y.. Dataset: Blood-brain barrier permeability regression values from the B3DB database (1) The compound is CC(CC1CCCCC1)NC. The Y is 1.08 log(BB ratio). (2) The compound is CC1=NC=C2N1C3=C(C=C(C=C3)Cl)C(=NC2O)C4=CC=CC=C4F. The Y is -0.300 log(BB ratio). (3) The compound is CC1=NC=C(C=C1)CC2=CN=C(NC2=O)NCCCCC3=NC=C(C=C3C)Br. The Y is -1.90 log(BB ratio). (4) The compound is CCCC(=O)C1=CC2=C(C=C1)SC3=CC=CC=C3N2CCCN4CCN(CC4)C. The Y is 0.830 log(BB ratio).